Dataset: Peptide-MHC class II binding affinity with 134,281 pairs from IEDB. Task: Regression. Given a peptide amino acid sequence and an MHC pseudo amino acid sequence, predict their binding affinity value. This is MHC class II binding data. The binding affinity (normalized) is 0.411. The peptide sequence is EFIPMKSSWGAIWRI. The MHC is HLA-DQA10501-DQB10301 with pseudo-sequence HLA-DQA10501-DQB10301.